The task is: Predict the reactants needed to synthesize the given product.. This data is from Full USPTO retrosynthesis dataset with 1.9M reactions from patents (1976-2016). Given the product [F:1][C:2]1[CH:7]=[CH:6][C:5]([CH2:8][C:9]([O:11][CH2:19][CH3:20])=[O:10])=[CH:4][C:3]=1[N+:12]([O-:14])=[O:13], predict the reactants needed to synthesize it. The reactants are: [F:1][C:2]1[CH:7]=[CH:6][C:5]([CH2:8][C:9]([OH:11])=[O:10])=[CH:4][C:3]=1[N+:12]([O-:14])=[O:13].O=S(Cl)Cl.[CH2:19](O)[CH3:20].